From a dataset of Catalyst prediction with 721,799 reactions and 888 catalyst types from USPTO. Predict which catalyst facilitates the given reaction. (1) Reactant: [O:1]=[C:2]([C:9]1[S:10][CH:11]=[CH:12][CH:13]=1)[CH2:3][C:4]([O:6][CH2:7][CH3:8])=[O:5].N1[CH2:19][CH2:18][CH2:17][CH2:16][CH2:15]1.[C:20](O)(=O)[CH3:21]. Product: [C:20]1([CH:21]=[C:3]([C:2]([C:9]2[S:10][CH:11]=[CH:12][CH:13]=2)=[O:1])[C:4]([O:6][CH2:7][CH3:8])=[O:5])[CH:19]=[CH:18][CH:17]=[CH:16][CH:15]=1. The catalyst class is: 48. (2) Product: [C:17]1([C:11]2[CH:12]=[CH:13][CH:14]=[CH:15][CH:16]=2)[CH:22]=[CH:21][CH:20]=[CH:19][C:18]=1[O:23][C:5]1[CH:4]=[CH:3][C:2]([Br:1])=[CH:9][C:6]=1[C:7]#[N:8]. Reactant: [Br:1][C:2]1[CH:3]=[CH:4][C:5](F)=[C:6]([CH:9]=1)[C:7]#[N:8].[C:11]1([C:17]2[CH:22]=[CH:21][CH:20]=[CH:19][C:18]=2[OH:23])[CH:16]=[CH:15][CH:14]=[CH:13][CH:12]=1.C(=O)([O-])[O-].[K+].[K+]. The catalyst class is: 3. (3) Reactant: [CH3:1][O:2][C:3]([C@@H:5]([N:13]1[CH2:21][C:17]2[CH:18]=[CH:19][S:20][C:16]=2[CH2:15][CH2:14]1)[C:6]1[CH:7]=[CH:8][CH:9]=[CH:10][C:11]=1[Cl:12])=[O:4].[C:22]1([CH3:32])[CH:27]=[CH:26][C:25]([S:28]([OH:31])(=[O:30])=[O:29])=[CH:24][CH:23]=1. Product: [CH3:1][O:2][C:3]([C@@H:5]([N:13]1[CH2:21][C:17]2[CH:18]=[CH:19][S:20][C:16]=2[CH2:15][CH2:14]1)[C:6]1[CH:7]=[CH:8][CH:9]=[CH:10][C:11]=1[Cl:12])=[O:4].[S:28]([C:25]1[CH:26]=[CH:27][C:22]([CH3:32])=[CH:23][CH:24]=1)([O-:31])(=[O:30])=[O:29]. The catalyst class is: 5.